This data is from Full USPTO retrosynthesis dataset with 1.9M reactions from patents (1976-2016). The task is: Predict the reactants needed to synthesize the given product. (1) Given the product [CH3:1][NH:2][C:3]([C:5]1[O:6][C:7]2[CH:13]=[CH:12][CH:11]=[C:10]([N:14]3[CH2:19][CH2:18][NH:17][CH2:16][CH2:15]3)[C:8]=2[CH:9]=1)=[O:4], predict the reactants needed to synthesize it. The reactants are: [CH3:1][NH:2][C:3]([C:5]1[O:6][C:7]2[CH:13]=[CH:12][CH:11]=[C:10]([N:14]3[CH2:19][CH2:18][N:17](C(OC(C)(C)C)=O)[CH2:16][CH2:15]3)[C:8]=2[CH:9]=1)=[O:4].FC(F)(F)C(O)=O. (2) Given the product [NH:12]1[C:13]2[C:18](=[CH:17][CH:16]=[CH:15][CH:14]=2)[C:10]([C:8](=[O:9])[CH:36]([C:33]2[CH:34]=[N:35][C:30]([O:29][CH:26]([CH3:28])[CH3:27])=[CH:31][CH:32]=2)[NH:37][C:38]2[CH:43]=[CH:42][CH:41]=[C:40]([O:44][CH3:45])[CH:39]=2)=[CH:11]1, predict the reactants needed to synthesize it. The reactants are: C(N(CC)CC)C.[CH:8]([C:10]1[C:18]2[C:13](=[CH:14][CH:15]=[CH:16][CH:17]=2)[N:12](C(OC(C)(C)C)=O)[CH:11]=1)=[O:9].[CH:26]([O:29][C:30]1[N:35]=[CH:34][C:33]([CH:36]=[N:37][C:38]2[CH:43]=[CH:42][CH:41]=[C:40]([O:44][CH3:45])[CH:39]=2)=[CH:32][CH:31]=1)([CH3:28])[CH3:27]. (3) Given the product [Cl:3][C:4]1[C:9]([F:10])=[C:8]([O:11][CH3:12])[CH:7]=[CH:6][C:5]=1[CH:13]([NH:14][C:15]1[CH:24]=[C:23]([F:25])[CH:22]=[C:21]2[C:16]=1[CH:17]=[CH:18][C:19](=[O:26])[NH:20]2)[C:37]1([C:36]([F:41])([F:40])[F:35])[CH2:38][O:39]1, predict the reactants needed to synthesize it. The reactants are: [H-].[Na+].[Cl:3][C:4]1[C:9]([F:10])=[C:8]([O:11][CH3:12])[CH:7]=[CH:6][C:5]=1[CH:13]=[N:14][C:15]1[CH:24]=[C:23]([F:25])[CH:22]=[C:21]2[C:16]=1[CH:17]=[CH:18][C:19](=[O:26])[NH:20]2.[Si](Cl)(C(C)(C)C)(C)C.[F:35][C:36]([F:41])([F:40])[CH:37]1[O:39][CH2:38]1.C([Li])CCC.[Si](N1C2C(=C(N=CC3C=CC(OC)=C(F)C=3Cl)C=C(F)C=2)C=CC1=O)(C(C)(C)C)(C)C. (4) Given the product [Br:1][C:2]1[CH:3]=[CH:4][C:5]([CH:8]2[CH2:12][CH2:11][CH2:10][N:9]2[C:22]([O:24][CH2:25][C:26]2[CH:31]=[CH:30][CH:29]=[CH:28][CH:27]=2)=[O:23])=[N:6][CH:7]=1, predict the reactants needed to synthesize it. The reactants are: [Br:1][C:2]1[CH:3]=[CH:4][C:5]([CH:8]2[CH2:12][CH2:11][CH2:10][NH:9]2)=[N:6][CH:7]=1.CCN(C(C)C)C(C)C.[C:22](Cl)([O:24][CH2:25][C:26]1[CH:31]=[CH:30][CH:29]=[CH:28][CH:27]=1)=[O:23]. (5) Given the product [CH3:16][S:26]([C:10]1[N:9]=[C:8]([CH:5]2[CH2:6][CH2:7][CH:2]([CH3:1])[CH2:3][CH2:4]2)[S:12][N:11]=1)(=[O:29])=[O:27], predict the reactants needed to synthesize it. The reactants are: [CH3:1][CH:2]1[CH2:7][CH2:6][CH:5]([C:8]2[S:12][N:11]=[C:10](SC)[N:9]=2)[CH2:4][CH2:3]1.Cl[C:16]1C=C(C=CC=1)C(OO)=O.[S:26]([O-:29])(O)=[O:27].[Na+].